This data is from Full USPTO retrosynthesis dataset with 1.9M reactions from patents (1976-2016). The task is: Predict the reactants needed to synthesize the given product. Given the product [C:30]([NH:21][NH:20][C:18]([C:16]1[C:15]2[CH:14]3[CH2:22][CH:11]([CH2:12][CH2:13]3)[C:10]=2[N:9]([C:3]2[CH:4]=[CH:5][C:6]([F:8])=[CH:7][C:2]=2[F:1])[N:17]=1)=[O:19])(=[O:35])[C:31]([CH3:34])([CH3:33])[CH3:32], predict the reactants needed to synthesize it. The reactants are: [F:1][C:2]1[CH:7]=[C:6]([F:8])[CH:5]=[CH:4][C:3]=1[N:9]1[N:17]=[C:16]([C:18]([NH:20][NH2:21])=[O:19])[C:15]2[CH:14]3[CH2:22][CH:11]([CH2:12][CH2:13]3)[C:10]1=2.C(N(CC)CC)C.[C:30](Cl)(=[O:35])[C:31]([CH3:34])([CH3:33])[CH3:32].